From a dataset of NCI-60 drug combinations with 297,098 pairs across 59 cell lines. Regression. Given two drug SMILES strings and cell line genomic features, predict the synergy score measuring deviation from expected non-interaction effect. (1) Drug 1: CCCS(=O)(=O)NC1=C(C(=C(C=C1)F)C(=O)C2=CNC3=C2C=C(C=N3)C4=CC=C(C=C4)Cl)F. Drug 2: C1C(C(OC1N2C=NC3=C(N=C(N=C32)Cl)N)CO)O. Cell line: SK-MEL-28. Synergy scores: CSS=37.9, Synergy_ZIP=1.39, Synergy_Bliss=0.185, Synergy_Loewe=-4.81, Synergy_HSA=-0.865. (2) Drug 1: CC1=CC2C(CCC3(C2CCC3(C(=O)C)OC(=O)C)C)C4(C1=CC(=O)CC4)C. Drug 2: C1CC(=O)NC(=O)C1N2C(=O)C3=CC=CC=C3C2=O. Cell line: OVCAR-5. Synergy scores: CSS=-6.99, Synergy_ZIP=1.77, Synergy_Bliss=-4.32, Synergy_Loewe=-7.46, Synergy_HSA=-7.92. (3) Drug 2: CC1=C(C=C(C=C1)NC2=NC=CC(=N2)N(C)C3=CC4=NN(C(=C4C=C3)C)C)S(=O)(=O)N.Cl. Cell line: 786-0. Synergy scores: CSS=5.51, Synergy_ZIP=-0.181, Synergy_Bliss=4.94, Synergy_Loewe=4.43, Synergy_HSA=4.60. Drug 1: CC(C1=C(C=CC(=C1Cl)F)Cl)OC2=C(N=CC(=C2)C3=CN(N=C3)C4CCNCC4)N. (4) Drug 1: CCC(=C(C1=CC=CC=C1)C2=CC=C(C=C2)OCCN(C)C)C3=CC=CC=C3.C(C(=O)O)C(CC(=O)O)(C(=O)O)O. Drug 2: CS(=O)(=O)CCNCC1=CC=C(O1)C2=CC3=C(C=C2)N=CN=C3NC4=CC(=C(C=C4)OCC5=CC(=CC=C5)F)Cl. Cell line: COLO 205. Synergy scores: CSS=-1.84, Synergy_ZIP=6.02, Synergy_Bliss=-0.827, Synergy_Loewe=-2.00, Synergy_HSA=-2.30. (5) Drug 1: CC1CCC2CC(C(=CC=CC=CC(CC(C(=O)C(C(C(=CC(C(=O)CC(OC(=O)C3CCCCN3C(=O)C(=O)C1(O2)O)C(C)CC4CCC(C(C4)OC)O)C)C)O)OC)C)C)C)OC. Drug 2: COCCOC1=C(C=C2C(=C1)C(=NC=N2)NC3=CC=CC(=C3)C#C)OCCOC.Cl. Cell line: SK-MEL-5. Synergy scores: CSS=22.5, Synergy_ZIP=-6.00, Synergy_Bliss=-3.56, Synergy_Loewe=-2.17, Synergy_HSA=0.800. (6) Drug 1: CC1=C(C=C(C=C1)NC2=NC=CC(=N2)N(C)C3=CC4=NN(C(=C4C=C3)C)C)S(=O)(=O)N.Cl. Drug 2: C1=CC(=CC=C1C#N)C(C2=CC=C(C=C2)C#N)N3C=NC=N3. Cell line: NCI-H460. Synergy scores: CSS=-11.5, Synergy_ZIP=4.05, Synergy_Bliss=-4.65, Synergy_Loewe=-7.81, Synergy_HSA=-9.57. (7) Drug 1: C1CC(=O)NC(=O)C1N2CC3=C(C2=O)C=CC=C3N. Drug 2: C1CCC(CC1)NC(=O)N(CCCl)N=O. Cell line: HOP-92. Synergy scores: CSS=29.2, Synergy_ZIP=-8.04, Synergy_Bliss=-4.47, Synergy_Loewe=-9.50, Synergy_HSA=-2.56. (8) Drug 1: C1CC(C1)(C(=O)O)C(=O)O.[NH2-].[NH2-].[Pt+2]. Drug 2: C(CCl)NC(=O)N(CCCl)N=O. Cell line: SF-268. Synergy scores: CSS=29.5, Synergy_ZIP=-9.24, Synergy_Bliss=-7.46, Synergy_Loewe=-8.33, Synergy_HSA=-2.62. (9) Drug 1: COC1=C(C=C2C(=C1)N=CN=C2NC3=CC(=C(C=C3)F)Cl)OCCCN4CCOCC4. Drug 2: CC(C)CN1C=NC2=C1C3=CC=CC=C3N=C2N. Cell line: MOLT-4. Synergy scores: CSS=5.58, Synergy_ZIP=-3.45, Synergy_Bliss=1.85, Synergy_Loewe=-0.260, Synergy_HSA=-0.0472.